From a dataset of Forward reaction prediction with 1.9M reactions from USPTO patents (1976-2016). Predict the product of the given reaction. (1) Given the reactants [F:1][C:2]1[CH:7]=[CH:6][C:5]([CH:8]2[CH:13]([CH2:14]O)[CH:12]([CH2:16]O)[CH2:11][CH2:10][N:9]2[C:18]([O:20][C:21]([CH3:24])([CH3:23])[CH3:22])=[O:19])=[CH:4][CH:3]=1.C(N(CC)CC)C.CS(Cl)(=O)=O.[CH2:37]([NH2:44])[C:38]1[CH:43]=[CH:42][CH:41]=[CH:40][CH:39]=1.CCOC(C)=O.[OH-].[Na+].[Na+].[Cl-], predict the reaction product. The product is: [CH2:37]([N:44]1[CH2:16][CH:12]2[CH:13]([CH:8]([C:5]3[CH:6]=[CH:7][C:2]([F:1])=[CH:3][CH:4]=3)[N:9]([C:18]([O:20][C:21]([CH3:24])([CH3:23])[CH3:22])=[O:19])[CH2:10][CH2:11]2)[CH2:14]1)[C:38]1[CH:43]=[CH:42][CH:41]=[CH:40][CH:39]=1. (2) Given the reactants [Br:1][C:2]1[CH:3]=[C:4]2[C:9](=[C:10]([F:12])[CH:11]=1)[NH:8][C:7](=S)[CH2:6][CH2:5]2.[C:14]([NH:17][NH2:18])(=O)[CH3:15].C(OCC)(=O)C.O, predict the reaction product. The product is: [Br:1][C:2]1[CH:3]=[C:4]2[C:9](=[C:10]([F:12])[CH:11]=1)[N:8]1[C:14]([CH3:15])=[N:17][N:18]=[C:7]1[CH2:6][CH2:5]2.